Dataset: Forward reaction prediction with 1.9M reactions from USPTO patents (1976-2016). Task: Predict the product of the given reaction. Given the reactants [NH2:1][C:2]1[C:3]([NH:13][CH2:14][CH2:15][CH2:16][CH2:17][OH:18])=[C:4]([CH:9]=[CH:10][C:11]=1[Cl:12])[C:5]([O:7][CH3:8])=[O:6].[Cl:19][C:20]1[CH:25]=[C:24]([O:26][CH3:27])[CH:23]=[CH:22][C:21]=1[N:28]=[C:29]=[S:30], predict the reaction product. The product is: [Cl:12][C:11]1[CH:10]=[CH:9][C:4]([C:5]([O:7][CH3:8])=[O:6])=[C:3]([NH:13][CH2:14][CH2:15][CH2:16][CH2:17][OH:18])[C:2]=1[NH:1][C:29](=[S:30])[NH:28][C:21]1[CH:22]=[CH:23][C:24]([O:26][CH3:27])=[CH:25][C:20]=1[Cl:19].